Dataset: Catalyst prediction with 721,799 reactions and 888 catalyst types from USPTO. Task: Predict which catalyst facilitates the given reaction. Reactant: [Br:1][C:2]1[C:7]([OH:8])=[CH:6][CH:5]=[CH:4][N:3]=1.[CH3:9][O-].[Na+].CO.CI. Product: [Br:1][C:2]1[C:7]([O:8][CH3:9])=[CH:6][CH:5]=[CH:4][N:3]=1. The catalyst class is: 16.